Dataset: Catalyst prediction with 721,799 reactions and 888 catalyst types from USPTO. Task: Predict which catalyst facilitates the given reaction. Reactant: [O:1]=[C:2]1[CH2:7][CH2:6][CH2:5][CH2:4][N:3]1[C:8]1[CH:16]=[CH:15][C:11]([C:12]([OH:14])=O)=[CH:10][CH:9]=1.Cl.[CH3:18][O:19][C:20](=[O:24])[CH2:21][CH2:22][NH2:23].CN(C(ON1N=NC2C=CC=NC1=2)=[N+](C)C)C.F[P-](F)(F)(F)(F)F.C1C=CC2N(O)N=NC=2C=1.CCN(C(C)C)C(C)C. Product: [CH3:18][O:19][C:20](=[O:24])[CH2:21][CH2:22][NH:23][C:12](=[O:14])[C:11]1[CH:10]=[CH:9][C:8]([N:3]2[CH2:4][CH2:5][CH2:6][CH2:7][C:2]2=[O:1])=[CH:16][CH:15]=1. The catalyst class is: 3.